This data is from Full USPTO retrosynthesis dataset with 1.9M reactions from patents (1976-2016). The task is: Predict the reactants needed to synthesize the given product. (1) Given the product [CH2:1]([O:3][C:4]([C:6]1[CH:10]=[C:9]([CH3:11])[N:8]([CH:12]([O:24][CH2:21][C:33]2[CH:36]=[CH:37][C:30]([Cl:29])=[CH:31][CH:32]=2)[C:13]2[CH:18]=[C:17]([Cl:19])[CH:16]=[CH:15][CH:14]=2)[N:7]=1)=[O:5])[CH3:2], predict the reactants needed to synthesize it. The reactants are: [CH2:1]([O:3][C:4]([C:6]1[CH:10]=[C:9]([CH3:11])[N:8]([CH2:12][C:13]2[CH:18]=[C:17]([Cl:19])[CH:16]=[CH:15][C:14]=2O)[N:7]=1)=[O:5])[CH3:2].[C:21](=[O:24])([O-])[O-].[K+].[K+].[I-].[K+].[Cl:29][C:30]1[CH:37]=[CH:36][C:33](CBr)=[CH:32][CH:31]=1. (2) Given the product [Br:1][C:2]1[CH:3]=[C:4]2[C:9](=[CH:10][CH:11]=1)[O:8][C:7]([CH2:13][CH2:14][O:15][Si:17]([C:20]([CH3:23])([CH3:22])[CH3:21])([CH3:19])[CH3:18])([CH3:12])[CH2:6][C:5]2=[O:16], predict the reactants needed to synthesize it. The reactants are: [Br:1][C:2]1[CH:3]=[C:4]2[C:9](=[CH:10][CH:11]=1)[O:8][C:7]([CH2:13][CH2:14][OH:15])([CH3:12])[CH2:6][C:5]2=[O:16].[Si:17](Cl)([C:20]([CH3:23])([CH3:22])[CH3:21])([CH3:19])[CH3:18].N1C=CN=C1.